This data is from Forward reaction prediction with 1.9M reactions from USPTO patents (1976-2016). The task is: Predict the product of the given reaction. Given the reactants [F:1][CH:2]([F:38])[C:3]1[N:7]([C:8]2[CH:13]=[C:12]([N:14]3[CH2:19][CH2:18][O:17][CH2:16][CH2:15]3)[N:11]=[C:10]([NH:20][CH2:21][CH:22]3[CH2:27][CH2:26][N:25]([C:28]4[CH:33]=[CH:32][CH:31]=[CH:30][CH:29]=4)[CH2:24][CH2:23]3)[N:9]=2)[C:6]2[CH:34]=[CH:35][CH:36]=[CH:37][C:5]=2[N:4]=1.C(Cl)(Cl)[Cl:40].CO.[ClH:45], predict the reaction product. The product is: [ClH:40].[ClH:45].[F:38][CH:2]([F:1])[C:3]1[N:7]([C:8]2[CH:13]=[C:12]([N:14]3[CH2:19][CH2:18][O:17][CH2:16][CH2:15]3)[N:11]=[C:10]([NH:20][CH2:21][CH:22]3[CH2:23][CH2:24][N:25]([C:28]4[CH:33]=[CH:32][CH:31]=[CH:30][CH:29]=4)[CH2:26][CH2:27]3)[N:9]=2)[C:6]2[CH:34]=[CH:35][CH:36]=[CH:37][C:5]=2[N:4]=1.